From a dataset of Merck oncology drug combination screen with 23,052 pairs across 39 cell lines. Regression. Given two drug SMILES strings and cell line genomic features, predict the synergy score measuring deviation from expected non-interaction effect. (1) Drug 1: Cn1nnc2c(C(N)=O)ncn2c1=O. Drug 2: CCc1c2c(nc3ccc(O)cc13)-c1cc3c(c(=O)n1C2)COC(=O)C3(O)CC. Cell line: KPL1. Synergy scores: synergy=-17.4. (2) Drug 1: C=CCn1c(=O)c2cnc(Nc3ccc(N4CCN(C)CC4)cc3)nc2n1-c1cccc(C(C)(C)O)n1. Drug 2: CCc1cnn2c(NCc3ccc[n+]([O-])c3)cc(N3CCCCC3CCO)nc12. Cell line: HT29. Synergy scores: synergy=-8.14. (3) Drug 1: C#Cc1cccc(Nc2ncnc3cc(OCCOC)c(OCCOC)cc23)c1. Drug 2: Cn1c(=O)n(-c2ccc(C(C)(C)C#N)cc2)c2c3cc(-c4cnc5ccccc5c4)ccc3ncc21. Cell line: CAOV3. Synergy scores: synergy=53.2. (4) Drug 1: CN(C)C(=N)N=C(N)N. Drug 2: C=CCn1c(=O)c2cnc(Nc3ccc(N4CCN(C)CC4)cc3)nc2n1-c1cccc(C(C)(C)O)n1. Cell line: SKOV3. Synergy scores: synergy=12.5. (5) Drug 1: CC(C)CC(NC(=O)C(Cc1ccccc1)NC(=O)c1cnccn1)B(O)O. Drug 2: Cn1cc(-c2cnn3c(N)c(Br)c(C4CCCNC4)nc23)cn1. Cell line: NCIH520. Synergy scores: synergy=-27.0. (6) Drug 1: COC12C(COC(N)=O)C3=C(C(=O)C(C)=C(N)C3=O)N1CC1NC12. Drug 2: Cn1cc(-c2cnn3c(N)c(Br)c(C4CCCNC4)nc23)cn1. Cell line: COLO320DM. Synergy scores: synergy=13.8. (7) Drug 1: Cn1c(=O)n(-c2ccc(C(C)(C)C#N)cc2)c2c3cc(-c4cnc5ccccc5c4)ccc3ncc21. Drug 2: CCc1c2c(nc3ccc(O)cc13)-c1cc3c(c(=O)n1C2)COC(=O)C3(O)CC. Cell line: RKO. Synergy scores: synergy=12.6. (8) Drug 1: CN1C(=O)C=CC2(C)C3CCC4(C)C(NC(=O)OCC(F)(F)F)CCC4C3CCC12. Drug 2: CC(C)CC(NC(=O)C(Cc1ccccc1)NC(=O)c1cnccn1)B(O)O. Cell line: HCT116. Synergy scores: synergy=10.5.